From a dataset of Reaction yield outcomes from USPTO patents with 853,638 reactions. Predict the reaction yield, written as a fraction of the theoretical maximum amount of product (1.0 means a 100% yield; for example, 0.34 means a 34% yield). (1) The product is [Cl:1][C:2]([F:12])([F:13])[C:3]1[N:8]=[CH:7][C:6]([CH:9]([OH:11])[CH3:10])=[CH:5][CH:4]=1. The catalyst is CO. The reactants are [Cl:1][C:2]([F:13])([F:12])[C:3]1[N:8]=[CH:7][C:6]([C:9](=[O:11])[CH3:10])=[CH:5][CH:4]=1.[BH4-].[Na+].Cl. The yield is 0.930. (2) The catalyst is CN(C=O)C. The reactants are [CH3:1][C:2]1[C:11]([N+:12]([O-:14])=[O:13])=[C:10]2[C:5]([CH:6]=[CH:7][CH:8]=[N:9]2)=[CH:4][CH:3]=1.CO[CH:17](OC)[N:18]([CH3:20])[CH3:19].O. The yield is 0.570. The product is [CH3:17][N:18]([CH3:20])/[CH:19]=[CH:1]/[C:2]1[C:11]([N+:12]([O-:14])=[O:13])=[C:10]2[C:5]([CH:6]=[CH:7][CH:8]=[N:9]2)=[CH:4][CH:3]=1. (3) The reactants are [NH2:1][C:2]1[C:9]([F:10])=[CH:8][CH:7]=[C:6]([F:11])[C:3]=1[C:4]#[N:5].CO[CH:14](OC)[N:15]([CH3:17])[CH3:16]. The catalyst is C1(C)C=CC=CC=1. The product is [C:4]([C:3]1[C:6]([F:11])=[CH:7][CH:8]=[C:9]([F:10])[C:2]=1[N:1]=[CH:14][N:15]([CH3:17])[CH3:16])#[N:5]. The yield is 0.830. (4) The reactants are [CH:1]1([NH:5][S:6]([C:9]2[CH:14]=[CH:13][C:12]([CH3:15])=[CH:11][CH:10]=2)(=[O:8])=[O:7])[CH2:4][CH2:3][CH2:2]1.Br[CH2:17][C:18]1[CH:25]=[CH:24][C:21]([C:22]#[N:23])=[CH:20][C:19]=1[F:26]. No catalyst specified. The product is [C:22]([C:21]1[CH:24]=[CH:25][C:18]([CH2:17][N:5]([CH:1]2[CH2:4][CH2:3][CH2:2]2)[S:6]([C:9]2[CH:10]=[CH:11][C:12]([CH3:15])=[CH:13][CH:14]=2)(=[O:8])=[O:7])=[C:19]([F:26])[CH:20]=1)#[N:23]. The yield is 0.620. (5) The reactants are Cl[C:2]1[N:7]=[C:6]([C:8]2[C:9]([C:17]3[CH:18]=[C:19]([NH:23][C:24](=[O:29])[C:25]([F:28])([F:27])[F:26])[CH:20]=[CH:21][CH:22]=3)=[N:10][N:11]3[CH:16]=[CH:15][CH:14]=[CH:13][C:12]=23)[CH:5]=[CH:4][N:3]=1.[CH3:30][N:31]1[CH2:40][CH2:39][C:38]2[C:33](=[CH:34][C:35]([NH2:41])=[CH:36][CH:37]=2)[CH2:32]1. The catalyst is CC(O)C.Cl. The product is [F:26][C:25]([F:28])([F:27])[C:24]([NH:23][C:19]1[CH:20]=[CH:21][CH:22]=[C:17]([C:9]2[C:8]([C:6]3[CH:5]=[CH:4][N:3]=[C:2]([NH:41][C:35]4[CH:34]=[C:33]5[C:38]([CH2:39][CH2:40][N:31]([CH3:30])[CH2:32]5)=[CH:37][CH:36]=4)[N:7]=3)=[C:12]3[CH:13]=[CH:14][CH:15]=[CH:16][N:11]3[N:10]=2)[CH:18]=1)=[O:29]. The yield is 0.720.